Dataset: Retrosynthesis with 50K atom-mapped reactions and 10 reaction types from USPTO. Task: Predict the reactants needed to synthesize the given product. (1) The reactants are: CS(=O)(=O)c1ccc(Nc2ncnc3c(C4CCNCC4)coc23)c(F)c1.O=C(Cl)OCc1ccccc1. Given the product CS(=O)(=O)c1ccc(Nc2ncnc3c(C4CCN(C(=O)OCc5ccccc5)CC4)coc23)c(F)c1, predict the reactants needed to synthesize it. (2) Given the product CCCS(=O)(=O)Nc1ccc(Cl)c(C(=O)O)c1Cl, predict the reactants needed to synthesize it. The reactants are: CCCS(=O)(=O)Cl.Nc1ccc(Cl)c(C(=O)O)c1Cl. (3) Given the product CC(CNc1c(Cl)cccc1Cl)OS(C)(=O)=O, predict the reactants needed to synthesize it. The reactants are: CC(O)CNc1c(Cl)cccc1Cl.CS(=O)(=O)Cl. (4) Given the product Cc1cccc(Cl)c1OC1CN(C(N)=O)C1, predict the reactants needed to synthesize it. The reactants are: Cc1cccc(Cl)c1OC1CN(C(=O)Cl)C1.[NH4+].